Dataset: Forward reaction prediction with 1.9M reactions from USPTO patents (1976-2016). Task: Predict the product of the given reaction. (1) The product is: [CH:1]1[C:10]2[C:5](=[CH:6][CH:7]=[CH:8][CH:9]=2)[CH:4]=[CH:3][C:2]=1[CH2:11][CH:12]1[C:19]2[CH:18]=[C:17]([C:20]([OH:22])=[O:21])[NH:16][C:15]=2[CH2:14][CH2:13]1. Given the reactants [CH:1]1[C:10]2[C:5](=[CH:6][CH:7]=[CH:8][CH:9]=2)[CH:4]=[CH:3][C:2]=1[CH2:11][CH:12]1[C:19]2[CH:18]=[C:17]([C:20]([O:22]C)=[O:21])[NH:16][C:15]=2[CH2:14][CH2:13]1.[OH-].[Li+].CO, predict the reaction product. (2) Given the reactants [F:1][C:2]1[CH:7]=[CH:6][C:5]([N:8]2[C:12](=[O:13])[C:11]([C:14]([OH:16])=O)=[CH:10][N:9]2[CH3:17])=[CH:4][CH:3]=1.[NH2:18][C:19]1[CH:40]=[CH:39][C:22]([O:23][C:24]2[CH:25]=[CH:26][C:27]3[N:28]([CH:30]=[C:31]([NH:33][C:34]([CH:36]4[CH2:38][CH2:37]4)=[O:35])[N:32]=3)[CH:29]=2)=[C:21]([F:41])[CH:20]=1.CN(C(ON1N=NC2C=CC=NC1=2)=[N+](C)C)C.F[P-](F)(F)(F)(F)F.C(N(CC)C(C)C)(C)C, predict the reaction product. The product is: [CH:36]1([C:34]([NH:33][C:31]2[N:32]=[C:27]3[CH:26]=[CH:25][C:24]([O:23][C:22]4[CH:39]=[CH:40][C:19]([NH:18][C:14]([C:11]5[C:12](=[O:13])[N:8]([C:5]6[CH:4]=[CH:3][C:2]([F:1])=[CH:7][CH:6]=6)[N:9]([CH3:17])[CH:10]=5)=[O:16])=[CH:20][C:21]=4[F:41])=[CH:29][N:28]3[CH:30]=2)=[O:35])[CH2:37][CH2:38]1.